From a dataset of TCR-epitope binding with 47,182 pairs between 192 epitopes and 23,139 TCRs. Binary Classification. Given a T-cell receptor sequence (or CDR3 region) and an epitope sequence, predict whether binding occurs between them. (1) The epitope is LLALHRSYL. The TCR CDR3 sequence is CASSTIGTGNTEAFF. Result: 0 (the TCR does not bind to the epitope). (2) The epitope is SEVGPEHSLAEY. The TCR CDR3 sequence is CATSVPEAGTDTQYF. Result: 1 (the TCR binds to the epitope). (3) The epitope is RILGAGCFV. The TCR CDR3 sequence is CASSLYAPQYF. Result: 1 (the TCR binds to the epitope). (4) The TCR CDR3 sequence is CAVQPGQGMQPQHF. Result: 0 (the TCR does not bind to the epitope). The epitope is SEPVLKGVKL. (5) The epitope is SEVGPEHSLAEY. The TCR CDR3 sequence is CASSYGPMPQHF. Result: 1 (the TCR binds to the epitope).